From a dataset of Catalyst prediction with 721,799 reactions and 888 catalyst types from USPTO. Predict which catalyst facilitates the given reaction. (1) Reactant: [CH2:1]([O:3][C:4]1[CH:9]=[CH:8][C:7]([CH2:10][CH2:11][CH2:12][C@H:13]([C@@H:29]2[O:33]C(C)(C)[O:31][C:30]2=O)[C:14]([N:16]2[CH2:21][CH2:20][N:19]([C:22]3[CH:27]=[CH:26][C:25]([F:28])=[CH:24][CH:23]=3)[CH2:18][CH2:17]2)=[O:15])=[CH:6][CH:5]=1)[CH3:2].[NH2:37][OH:38].CC#N. Product: [CH2:1]([O:3][C:4]1[CH:5]=[CH:6][C:7]([CH2:10][CH2:11][CH2:12][C@@H:13]([C:14]([N:16]2[CH2:21][CH2:20][N:19]([C:22]3[CH:27]=[CH:26][C:25]([F:28])=[CH:24][CH:23]=3)[CH2:18][CH2:17]2)=[O:15])[C@H:29]([OH:33])[C:30]([NH:37][OH:38])=[O:31])=[CH:8][CH:9]=1)[CH3:2]. The catalyst class is: 41. (2) Reactant: [Cl:1][C:2]1[CH:3]=[C:4]2[C:8](=[C:9]([C:11]([O:13][CH3:14])=[O:12])[CH:10]=1)[NH:7][N:6]=[CH:5]2.[CH3:15][O:16][CH:17]([O:20][CH3:21])[CH2:18]Br.[I-].[K+].N12CCCN=C1CCCCC2.[NH4+].[Cl-]. Product: [Cl:1][C:2]1[CH:3]=[C:4]2[C:8](=[C:9]([C:11]([O:13][CH3:14])=[O:12])[CH:10]=1)[N:7]([CH2:18][CH:17]([O:20][CH3:21])[O:16][CH3:15])[N:6]=[CH:5]2. The catalyst class is: 16. (3) Reactant: C[O:2][C:3](=[O:41])[CH2:4][C@H:5]1[C:9]2[CH:10]=[CH:11][C:12]([O:14][C@H:15]3[C:23]4[C:18](=[C:19]([O:25][C:26]5[CH:31]=[CH:30][C:29]([CH2:32][N:33]6[CH2:38][CH2:37][O:36][CH2:35][CH2:34]6)=[CH:28][C:27]=5[C:39]#[N:40])[CH:20]=[CH:21][C:22]=4[F:24])[CH2:17][CH2:16]3)=[CH:13][C:8]=2[O:7][CH2:6]1.[OH-].[K+]. Product: [C:39]([C:27]1[CH:28]=[C:29]([CH2:32][N:33]2[CH2:38][CH2:37][O:36][CH2:35][CH2:34]2)[CH:30]=[CH:31][C:26]=1[O:25][C:19]1[CH:20]=[CH:21][C:22]([F:24])=[C:23]2[C:18]=1[CH2:17][CH2:16][C@H:15]2[O:14][C:12]1[CH:11]=[CH:10][C:9]2[C@H:5]([CH2:4][C:3]([OH:41])=[O:2])[CH2:6][O:7][C:8]=2[CH:13]=1)#[N:40]. The catalyst class is: 8. (4) Reactant: C([O:3][C:4](=[O:44])[CH2:5][NH:6][C:7]1[CH:12]=[CH:11][C:10]([NH:13][C:14]([C@@H:16]2[NH:20][C@@H:19]([CH2:21][C:22]([CH3:25])([CH3:24])[CH3:23])[C@:18]3([C:33]4[C:28](=[CH:29][C:30]([Cl:34])=[CH:31][CH:32]=4)[NH:27][C:26]3=[O:35])[C@H:17]2[C:36]2[CH:41]=[CH:40][CH:39]=[C:38]([Cl:42])[C:37]=2[F:43])=[O:15])=[CH:9][CH:8]=1)C.Cl. Product: [Cl:34][C:30]1[CH:29]=[C:28]2[NH:27][C:26](=[O:35])[C@:18]3([C@@H:17]([C:36]4[CH:41]=[CH:40][CH:39]=[C:38]([Cl:42])[C:37]=4[F:43])[C@H:16]([C:14]([NH:13][C:10]4[CH:11]=[CH:12][C:7]([NH:6][CH2:5][C:4]([OH:44])=[O:3])=[CH:8][CH:9]=4)=[O:15])[NH:20][C@H:19]3[CH2:21][C:22]([CH3:24])([CH3:23])[CH3:25])[C:33]2=[CH:32][CH:31]=1. The catalyst class is: 299. (5) Reactant: C([C:4]1[C:5]2[C:14]([CH3:15])=[CH:13][C:12](=[O:16])[N:11]([CH:17]3[CH2:21][CH2:20][CH2:19][CH2:18]3)[C:6]=2[N:7]=[C:8]([NH2:10])[N:9]=1)(=O)C.Cl[C:23]1[N:28]=[N:27][C:26]([N:29]2[CH2:34][CH2:33][N:32]([C:35]([O:37][C:38]([CH3:41])([CH3:40])[CH3:39])=[O:36])[CH2:31][CH2:30]2)=[CH:25][CH:24]=1.C1(P(C2C=CC=CC=2)C2C3[O:61][C:60]4C(=CC=C[C:59]=4P(C4C=CC=CC=4)C4C=CC=CC=4)C(C)(C)C=3C=CC=2)C=CC=CC=1.CC(C)([O-])C.[Na+]. Product: [C:60]([C:13]1[C:12](=[O:16])[N:11]([CH:17]2[CH2:21][CH2:20][CH2:19][CH2:18]2)[C:6]2[N:7]=[C:8]([NH:10][C:23]3[N:28]=[N:27][C:26]([N:29]4[CH2:34][CH2:33][N:32]([C:35]([O:37][C:38]([CH3:41])([CH3:40])[CH3:39])=[O:36])[CH2:31][CH2:30]4)=[CH:25][CH:24]=3)[N:9]=[CH:4][C:5]=2[C:14]=1[CH3:15])(=[O:61])[CH3:59]. The catalyst class is: 12. (6) Reactant: [CH3:1][C:2]([NH:14][C:15]1[C:16](=[O:41])[N:17]([C:30]2[CH:35]=[CH:34][C:33]([O:36][C:37]([F:40])([F:39])[F:38])=[CH:32][CH:31]=2)[CH:18]([C:20]2[CH:25]=[CH:24][CH:23]=[C:22]([C:26]([F:29])([F:28])[F:27])[CH:21]=2)[CH:19]=1)([C:4]1[CH:9]=[CH:8][CH:7]=[C:6]([C:10]([F:13])([F:12])[F:11])[N:5]=1)[CH3:3].C([BH3-])#N.[Na+].C(=O)(O)[O-].[Na+].C(OCC)(=O)C. Product: [CH3:3][C:2]([NH:14][CH:15]1[CH2:19][CH:18]([C:20]2[CH:25]=[CH:24][CH:23]=[C:22]([C:26]([F:27])([F:28])[F:29])[CH:21]=2)[N:17]([C:30]2[CH:31]=[CH:32][C:33]([O:36][C:37]([F:38])([F:40])[F:39])=[CH:34][CH:35]=2)[C:16]1=[O:41])([C:4]1[CH:9]=[CH:8][CH:7]=[C:6]([C:10]([F:11])([F:12])[F:13])[N:5]=1)[CH3:1]. The catalyst class is: 15.